From a dataset of Forward reaction prediction with 1.9M reactions from USPTO patents (1976-2016). Predict the product of the given reaction. (1) Given the reactants [Br:1][C:2]1[CH:11]=[CH:10][C:9]2[C:4](=[CH:5][C:6](Br)=[CH:7][CH:8]=2)[CH:3]=1.C([Li])CCC.[B:18](OC)([O:21]C)[O:19]C.Cl, predict the reaction product. The product is: [Br:1][C:2]1[CH:3]=[C:4]2[C:9]([CH:8]=[CH:7][C:6]([B:18]([OH:21])[OH:19])=[CH:5]2)=[CH:10][CH:11]=1. (2) Given the reactants ClC1C=C([C:9]2[N:13]3[C:14]4[N:22]=[C:21]([O:23][CH3:24])[CH:20]=[CH:19][C:15]=4[N:16]=[C:17]([CH3:18])[C:12]3=[C:11]([CH3:25])[N:10]=2)C=C(Cl)C=1.[F:26][C:27]1[CH:28]=[CH:29][C:30]([O:36][CH3:37])=[C:31](B(O)O)[CH:32]=1.C([O-])([O-])=O.[K+].[K+], predict the reaction product. The product is: [F:26][C:27]1[CH:28]=[CH:29][C:30]([O:36][CH3:37])=[C:31]([C:9]2[N:13]3[C:14]4[N:22]=[C:21]([O:23][CH3:24])[CH:20]=[CH:19][C:15]=4[N:16]=[C:17]([CH3:18])[C:12]3=[C:11]([CH3:25])[N:10]=2)[CH:32]=1.